From a dataset of Full USPTO retrosynthesis dataset with 1.9M reactions from patents (1976-2016). Predict the reactants needed to synthesize the given product. (1) Given the product [C:32]([CH2:31][CH2:30][O:29][CH2:28][CH2:27][NH:26][C:20]([C:18]1[CH:17]=[CH:16][C:13]2[N:14]([CH3:15])[C:10]([NH:9][C:7]3[S:8][C:4]4[CH:3]=[C:2]([Cl:1])[CH:24]=[CH:23][C:5]=4[N:6]=3)=[N:11][C:12]=2[CH:19]=1)=[O:21])#[N:33], predict the reactants needed to synthesize it. The reactants are: [Cl:1][C:2]1[CH:24]=[CH:23][C:5]2[N:6]=[C:7]([NH:9][C:10]3[N:14]([CH3:15])[C:13]4[CH:16]=[CH:17][C:18]([C:20](O)=[O:21])=[CH:19][C:12]=4[N:11]=3)[S:8][C:4]=2[CH:3]=1.Cl.[NH2:26][CH2:27][CH2:28][O:29][CH2:30][CH2:31][C:32]#[N:33].CN(C(ON1N=NC2C=CC=CC1=2)=[N+](C)C)C.F[P-](F)(F)(F)(F)F.CCN(C(C)C)C(C)C. (2) Given the product [CH2:22]([N:11]1[C:10]2[CH:12]=[CH:13][CH:14]=[CH:15][C:9]=2[N:8]=[C:7]1[C:1]1[CH:2]=[CH:3][CH:4]=[CH:5][CH:6]=1)[C:23]1[CH:28]=[CH:27][CH:26]=[CH:25][CH:24]=1, predict the reactants needed to synthesize it. The reactants are: [C:1]1([C:7]2[NH:8][C:9]3[CH:15]=[CH:14][CH:13]=[CH:12][C:10]=3[N:11]=2)[CH:6]=[CH:5][CH:4]=[CH:3][CH:2]=1.C(=O)([O-])[O-].[K+].[K+].[CH2:22](Cl)[C:23]1[CH:28]=[CH:27][CH:26]=[CH:25][CH:24]=1. (3) Given the product [CH3:1][C:2]1[CH:7]=[CH:6][C:5]([S:8]([O:25][CH2:24][CH:20]([NH:16][C:17](=[O:19])[O:18][C:2]([CH3:7])([CH3:3])[CH3:1])[CH:21]([CH3:22])[CH3:23])(=[O:10])=[O:9])=[CH:4][CH:3]=1, predict the reactants needed to synthesize it. The reactants are: [CH3:1][C:2]1[CH:7]=[CH:6][C:5]([S:8](Cl)(=[O:10])=[O:9])=[CH:4][CH:3]=1.CC([N:16]([CH:20]([CH2:24][OH:25])[CH:21]([CH3:23])[CH3:22])[C:17](=[O:19])[OH:18])(C)C.O. (4) Given the product [CH:22]1([C:19]2[N:18]=[C:17]([C:9]3[C:10]4[CH:16]=[CH:15][CH:14]=[CH:13][C:11]=4[S:12][C:8]=3[NH2:7])[O:21][N:20]=2)[CH2:24][CH2:23]1, predict the reactants needed to synthesize it. The reactants are: C(OC(=O)[NH:7][C:8]1[S:12][C:11]2[CH:13]=[CH:14][CH:15]=[CH:16][C:10]=2[C:9]=1[C:17]1[O:21][N:20]=[C:19]([CH:22]2[CH2:24][CH2:23]2)[N:18]=1)(C)(C)C.C(O)(C(F)(F)F)=O. (5) Given the product [Cl:27][C:18]1[CH:19]=[C:20]([S:23]([CH3:26])(=[O:24])=[O:25])[CH:21]=[CH:22][C:17]=1[CH2:16][N:9]1[C:10]2=[N:11][CH:12]=[CH:13][CH:14]=[C:15]2[C:7]([CH2:6][C:5]([OH:29])=[O:4])=[C:8]1[CH3:28], predict the reactants needed to synthesize it. The reactants are: [OH-].[Na+].C[O:4][C:5](=[O:29])[CH2:6][C:7]1[C:15]2[C:10](=[N:11][CH:12]=[CH:13][CH:14]=2)[N:9]([CH2:16][C:17]2[CH:22]=[CH:21][C:20]([S:23]([CH3:26])(=[O:25])=[O:24])=[CH:19][C:18]=2[Cl:27])[C:8]=1[CH3:28]. (6) Given the product [NH:26]([C:3]([CH2:4][NH:5][C:6]([C:8]1[C:9]2[CH:16]=[N:15][N:14]([C:17]3[CH:18]=[CH:19][C:20]([F:23])=[CH:21][CH:22]=3)[C:10]=2[CH:11]=[N:12][CH:13]=1)=[O:7])=[O:24])[NH2:27], predict the reactants needed to synthesize it. The reactants are: CO[C:3](=[O:24])[CH2:4][NH:5][C:6]([C:8]1[C:9]2[CH:16]=[N:15][N:14]([C:17]3[CH:22]=[CH:21][C:20]([F:23])=[CH:19][CH:18]=3)[C:10]=2[CH:11]=[N:12][CH:13]=1)=[O:7].O.[NH2:26][NH2:27].O. (7) Given the product [C:22]([C:6]1[C:5]([OH:4])=[CH:10][C:9]([OH:11])=[C:8]([CH2:15][CH3:16])[C:7]=1[CH2:17][C:18]([O:20][CH3:21])=[O:19])(=[O:29])[C:23]1[CH:24]=[CH:25][CH:26]=[CH:27][CH:28]=1, predict the reactants needed to synthesize it. The reactants are: C([O:4][C:5]1[C:6]([C:22](=[O:29])[C:23]2[CH:28]=[CH:27][CH:26]=[CH:25][CH:24]=2)=[C:7]([CH2:17][C:18]([O:20][CH3:21])=[O:19])[C:8]([CH2:15][CH3:16])=[C:9]([O:11]CC=C)[CH:10]=1)C=C.C1(P(C2C=CC=CC=2)C2C=CC=CC=2)C=CC=CC=1.